Predict the product of the given reaction. From a dataset of Forward reaction prediction with 1.9M reactions from USPTO patents (1976-2016). (1) Given the reactants [Br:1][C:2]1[CH:23]=[N:22][C:5]2[N:6]([CH2:20][CH3:21])[C:7]3[N:15]=[C:14]([C:16]([F:19])([F:18])[F:17])[CH:13]=[CH:12][C:8]=3[NH:9][C:10](=[O:11])[C:4]=2[CH:3]=1.[H-].[Na+].[CH3:26]I, predict the reaction product. The product is: [Br:1][C:2]1[CH:23]=[N:22][C:5]2[N:6]([CH2:20][CH3:21])[C:7]3[N:15]=[C:14]([C:16]([F:17])([F:18])[F:19])[CH:13]=[CH:12][C:8]=3[N:9]([CH3:26])[C:10](=[O:11])[C:4]=2[CH:3]=1. (2) Given the reactants [N:1]([N:3]1[CH2:8][CH:7]([C:9]2[CH:14]=[CH:13][N:12]=[CH:11][CH:10]=2)[S:6][C:5]2[CH:15]=[CH:16][CH:17]=[CH:18][C:4]1=2)=O.[Cl-].[NH4+].O.[CH3:22][C:23]([CH3:25])=O, predict the reaction product. The product is: [CH3:22][C:23](=[N:1][N:3]1[CH2:8][CH:7]([C:9]2[CH:14]=[CH:13][N:12]=[CH:11][CH:10]=2)[S:6][C:5]2[CH:15]=[CH:16][CH:17]=[CH:18][C:4]1=2)[CH3:25]. (3) Given the reactants [CH:1](=O)[C:2]1[CH:7]=[CH:6][CH:5]=[CH:4][CH:3]=1.[CH2:9]([C:13]1[CH:19]=[CH:18][C:16]([NH2:17])=[CH:15][CH:14]=1)[CH2:10][CH2:11][CH3:12], predict the reaction product. The product is: [CH2:1]([NH:17][C:16]1[CH:18]=[CH:19][C:13]([CH2:9][CH2:10][CH2:11][CH3:12])=[CH:14][CH:15]=1)[C:2]1[CH:7]=[CH:6][CH:5]=[CH:4][CH:3]=1. (4) Given the reactants [Cl:1][C:2]1[CH:3]=[C:4]([C:12]2[S:16][C:15]([C:17]3[C:18]([CH2:25][CH3:26])=[C:19]([CH:22]=[CH:23][CH:24]=3)C=O)=[N:14][N:13]=2)[CH:5]=[CH:6][C:7]=1[O:8][CH:9]([CH3:11])[CH3:10].[CH3:27][NH:28][CH2:29][C:30]([OH:32])=[O:31].[C:33](O[BH-](OC(=O)C)OC(=O)C)(=O)C.[Na+].O, predict the reaction product. The product is: [Cl:1][C:2]1[CH:3]=[C:4]([C:12]2[S:16][C:15]([C:17]3[C:18]([CH2:25][CH3:26])=[C:19]([CH2:27][N:28]([CH3:33])[CH2:29][C:30]([OH:32])=[O:31])[CH:22]=[CH:23][CH:24]=3)=[N:14][N:13]=2)[CH:5]=[CH:6][C:7]=1[O:8][CH:9]([CH3:10])[CH3:11]. (5) Given the reactants C[O:2][C:3](=[O:26])[CH2:4][C:5]1[C:6]([CH3:25])=[C:7]([S:14]([C:17]2[CH:22]=[C:21]([Cl:23])[CH:20]=[C:19]([Cl:24])[CH:18]=2)(=[O:16])=[O:15])[N:8]2[C:13]=1[CH:12]=[CH:11][CH:10]=[CH:9]2.C(=O)([O-])[O-].[K+].[K+].ClC1C=C(C=CC=1)C(OO)=O, predict the reaction product. The product is: [Cl:24][C:19]1[CH:18]=[C:17]([S:14]([C:7]2[N:8]3[C:13]([CH:12]=[CH:11][CH:10]=[CH:9]3)=[C:5]([CH2:4][C:3]([OH:26])=[O:2])[C:6]=2[CH3:25])(=[O:15])=[O:16])[CH:22]=[C:21]([Cl:23])[CH:20]=1.